This data is from Catalyst prediction with 721,799 reactions and 888 catalyst types from USPTO. The task is: Predict which catalyst facilitates the given reaction. (1) Reactant: Br[CH2:2][C:3]1[CH:8]=[CH:7][C:6]([C:9]([OH:18])([C:14]([F:17])([F:16])[F:15])[C:10]([F:13])([F:12])[F:11])=[CH:5][CH:4]=1.C(=O)([O-])[O-].[K+].[K+].Cl.Cl.[NH:27]1[CH2:32][CH2:31][NH:30][CH2:29][CH:28]1[C:33]([O:35][CH3:36])=[O:34]. Product: [F:11][C:10]([F:13])([F:12])[C:9]([C:6]1[CH:7]=[CH:8][C:3]([CH2:2][N:30]2[CH2:31][CH2:32][NH:27][CH:28]([C:33]([O:35][CH3:36])=[O:34])[CH2:29]2)=[CH:4][CH:5]=1)([OH:18])[C:14]([F:17])([F:16])[F:15]. The catalyst class is: 10. (2) Product: [CH2:16]([O:15][C:9]1[C:8]([C:23]([O:25][CH3:26])=[O:24])=[N:7][N:6]2[CH2:5][CH2:4][NH:1][C:11](=[O:12])[C:10]=12)[C:17]1[CH:22]=[CH:21][CH:20]=[CH:19][CH:18]=1. Reactant: [N:1]([CH2:4][CH2:5][N:6]1[C:10]([C:11](OC)=[O:12])=[C:9]([O:15][CH2:16][C:17]2[CH:22]=[CH:21][CH:20]=[CH:19][CH:18]=2)[C:8]([C:23]([O:25][CH3:26])=[O:24])=[N:7]1)=[N+]=[N-].C1(P(C2C=CC=CC=2)C2C=CC=CC=2)C=CC=CC=1.O. The catalyst class is: 3. (3) Reactant: [CH3:1][O:2][C:3](=[O:26])[CH2:4][C:5]1[CH:6]=[C:7]([C:13]2[CH:18]=[CH:17][C:16]([C:19]([F:22])([F:21])[F:20])=[CH:15][C:14]=2[C:23](=O)[CH3:24])[C:8]([O:11][CH3:12])=[CH:9][CH:10]=1.[CH2:27]([NH2:29])[CH3:28].C([BH3-])#N.[Na+].C(O)(=O)C.C([O-])(O)=O.[Na+]. Product: [CH3:1][O:2][C:3](=[O:26])[CH2:4][C:5]1[CH:6]=[C:7]([C:13]2[CH:18]=[CH:17][C:16]([C:19]([F:21])([F:20])[F:22])=[CH:15][C:14]=2[CH:23]([NH:29][CH2:27][CH3:28])[CH3:24])[C:8]([O:11][CH3:12])=[CH:9][CH:10]=1. The catalyst class is: 5. (4) Reactant: [CH:1]([NH:4][C:5]1[S:6][CH:7]=[C:8]([C:10]2[CH:19]=[C:18]([O:20][C@H:21]3[CH2:25][NH:24][C@H:23]([C:26]([NH:28][C@:29]4([C:34]([NH:36][S:37]([C:40]5[CH:45]=[CH:44][CH:43]=[CH:42][C:41]=5[NH:46][C:47]([CH2:49][O:50][CH2:51][CH2:52][O:53][CH2:54][CH2:55][C:56](O)=[O:57])=[O:48])(=[O:39])=[O:38])=[O:35])[CH2:31][C@H:30]4[CH:32]=[CH2:33])=[O:27])[CH2:22]3)[C:17]3[C:12](=[CH:13][C:14]([O:59][CH3:60])=[CH:15][CH:16]=3)[N:11]=2)[N:9]=1)([CH3:3])[CH3:2].[CH3:61]CN(C(C)C)C(C)C.C[N:71]([C:73]([O:77]N1N=NC2C=CC=NC1=2)=[N+](C)C)C.F[P-](F)(F)(F)(F)F. Product: [CH:1]([NH:4][C:5]1[S:6][CH:7]=[C:8]([C:10]2[CH:19]=[C:18]([O:20][C@H:21]3[CH2:25][N:24]4[C@H:23]([C:26](=[O:27])[NH:28][CH:29]([C@@:31]5([N:71]=[C:73]=[O:77])[CH2:61][C@H:30]5[CH:32]=[CH2:33])[C:34](=[O:35])[NH:36][S:37](=[O:39])(=[O:38])[C:40]5[C:41]([NH:46][C:47](=[O:48])[CH2:49][O:50][CH2:51][CH2:52][O:53][CH2:54][CH2:55][C:56]4=[O:57])=[CH:42][CH:43]=[CH:44][CH:45]=5)[CH2:22]3)[C:17]3[C:12](=[CH:13][C:14]([O:59][CH3:60])=[CH:15][CH:16]=3)[N:11]=2)[N:9]=1)([CH3:2])[CH3:3]. The catalyst class is: 59. (5) Reactant: [CH3:1][O:2][C:3]1[CH:27]=[CH:26][C:6]([CH2:7][N:8]([C:20]2[CH:25]=[CH:24][CH:23]=[CH:22][CH:21]=2)[C:9]2[C:10]3[N:11]([CH:17]=[CH:18][N:19]=3)[N:12]=[C:13]([C:15]#[N:16])[CH:14]=2)=[CH:5][CH:4]=1.C1(C)C=CC=CC=1.[H-].C([Al+]CC(C)C)C(C)C.Cl. Product: [NH2:16][CH2:15][C:13]1[CH:14]=[C:9]([N:8]([CH2:7][C:6]2[CH:5]=[CH:4][C:3]([O:2][CH3:1])=[CH:27][CH:26]=2)[C:20]2[CH:21]=[CH:22][CH:23]=[CH:24][CH:25]=2)[C:10]2[N:11]([CH:17]=[CH:18][N:19]=2)[N:12]=1. The catalyst class is: 13. (6) Reactant: [Br:1][C:2]1[CH:7]=[CH:6][CH:5]=[CH:4][C:3]=1[CH:8](OC(N1C=CN=C1)=S)[C:9]([F:12])([F:11])[F:10].C([SnH](CCCC)CCCC)CCC. Product: [Br:1][C:2]1[CH:7]=[CH:6][CH:5]=[CH:4][C:3]=1[CH2:8][C:9]([F:10])([F:11])[F:12]. The catalyst class is: 11. (7) Reactant: [CH3:1][C:2]1([CH3:11])[N:6]2[C:7](=[O:10])[CH2:8][CH2:9][C@H:5]2[CH2:4][O:3]1.[Li+].[CH3:13]C([N-]C(C)C)C.IC. Product: [CH3:1][C:2]1([CH3:11])[N:6]2[C:7](=[O:10])[CH:8]([CH3:13])[CH2:9][C@H:5]2[CH2:4][O:3]1. The catalyst class is: 1. (8) Product: [ClH:33].[NH2:24][CH:13]1[CH2:14][C@@H:15]2[C@:20]([CH3:21])([CH2:19][CH2:18][CH2:17][C:16]2([CH3:22])[CH3:23])[C@@H:11]([C:9]([C:4]2[CH:3]=[C:2]([OH:1])[CH:7]=[C:6]([CH3:8])[CH:5]=2)=[O:10])[CH:12]1[CH3:32]. Reactant: [OH:1][C:2]1[CH:3]=[C:4]([C:9]([C@@H:11]2[C@:20]3([CH3:21])[C@H:15]([C:16]([CH3:23])([CH3:22])[CH2:17][CH2:18][CH2:19]3)[CH2:14][CH:13]([NH:24]C(=O)OC(C)(C)C)[CH:12]2[CH3:32])=[O:10])[CH:5]=[C:6]([CH3:8])[CH:7]=1.[ClH:33].O1CCOCC1. The catalyst class is: 5.